From a dataset of Peptide-MHC class II binding affinity with 134,281 pairs from IEDB. Regression. Given a peptide amino acid sequence and an MHC pseudo amino acid sequence, predict their binding affinity value. This is MHC class II binding data. (1) The peptide sequence is AASIIGILHLILWIL. The MHC is DRB1_0802 with pseudo-sequence DRB1_0802. The binding affinity (normalized) is 0.189. (2) The peptide sequence is AVFEYTIDCDGSILG. The MHC is DRB1_0701 with pseudo-sequence DRB1_0701. The binding affinity (normalized) is 0.489.